Task: Predict which catalyst facilitates the given reaction.. Dataset: Catalyst prediction with 721,799 reactions and 888 catalyst types from USPTO (1) Reactant: [C:1]([C:5]1[CH:9]=[C:8]([NH2:10])[O:7][N:6]=1)([CH3:4])([CH3:3])[CH3:2].[C:11](Cl)(=[O:19])[O:12][C:13]1[CH:18]=[CH:17][CH:16]=[CH:15][CH:14]=1.C(N(CC)CC)C. Product: [C:1]([C:5]1[CH:9]=[C:8]([NH:10][C:11](=[O:19])[O:12][C:13]2[CH:18]=[CH:17][CH:16]=[CH:15][CH:14]=2)[O:7][N:6]=1)([CH3:4])([CH3:3])[CH3:2]. The catalyst class is: 2. (2) Reactant: [CH3:1][C:2]1[CH:6]=[CH:5][S:4][C:3]=1/[CH:7]=[C:8]1/[C:9](=[O:23])[CH:10]([C:14]2[C:19]([CH3:20])=[CH:18][C:17]([CH3:21])=[CH:16][C:15]=2[CH3:22])[C:11](=[O:13])[CH2:12]/1.[H][H]. Product: [CH3:1][C:2]1[CH:6]=[CH:5][S:4][C:3]=1[CH2:7][CH:8]1[CH2:12][C:11](=[O:13])[CH:10]([C:14]2[C:15]([CH3:22])=[CH:16][C:17]([CH3:21])=[CH:18][C:19]=2[CH3:20])[C:9]1=[O:23]. The catalyst class is: 19. (3) Reactant: [CH3:1][O:2][CH2:3][CH2:4][O:5][C:6]1[C:7]([CH3:20])=[C:8]([CH:13]=[CH:14][C:15]=1[S:16]([CH3:19])(=[O:18])=[O:17])[C:9]([O:11]C)=[O:10].[OH-].[Na+].[Cl-].[Na+].C(=O)([O-])[O-].[K+].[K+]. Product: [CH3:1][O:2][CH2:3][CH2:4][O:5][C:6]1[C:7]([CH3:20])=[C:8]([CH:13]=[CH:14][C:15]=1[S:16]([CH3:19])(=[O:17])=[O:18])[C:9]([OH:11])=[O:10]. The catalyst class is: 816. (4) Reactant: [NH2:1][C:2]1[CH:7]=[C:6]([Cl:8])[C:5]([OH:9])=[C:4]([Cl:10])[CH:3]=1.Cl[C:12]1[S:13][C:14]2[CH:20]=[C:19]([Cl:21])[CH:18]=[CH:17][C:15]=2[N:16]=1.C([O-])([O-])=O.[K+].[K+].Cl. Product: [Cl:8][C:6]1[CH:7]=[C:2]([NH2:1])[CH:3]=[C:4]([Cl:10])[C:5]=1[O:9][C:12]1[S:13][C:14]2[CH:20]=[C:19]([Cl:21])[CH:18]=[CH:17][C:15]=2[N:16]=1. The catalyst class is: 58.